Predict the reactants needed to synthesize the given product. From a dataset of Retrosynthesis with 50K atom-mapped reactions and 10 reaction types from USPTO. (1) The reactants are: CCOC(=O)Cc1csc(N)n1.O=C(Cl)C(Br)CC1CCCCC1. Given the product CCOC(=O)Cc1csc(NC(=O)C(Br)CC2CCCCC2)n1, predict the reactants needed to synthesize it. (2) Given the product COc1ccc(-c2nnc(-c3ccc4nc(-c5c(C)cccc5C)[nH]c4c3)o2)cc1, predict the reactants needed to synthesize it. The reactants are: COc1ccc(C(=O)NNC(=O)c2ccc3nc(-c4c(C)cccc4C)[nH]c3c2)cc1. (3) The reactants are: O=C(OCc1ccccc1)N1CCN(c2nc(-c3ccccc3F)cs2)CC1. Given the product Fc1ccccc1-c1csc(N2CCNCC2)n1, predict the reactants needed to synthesize it. (4) Given the product O=C(O)c1ccc(CN2CCC(CNC(=O)c3n[nH]c4ccc(Br)cc34)CC2)o1, predict the reactants needed to synthesize it. The reactants are: CCOC(=O)c1ccc(CN2CCC(CNC(=O)c3n[nH]c4ccc(Br)cc34)CC2)o1. (5) Given the product C=CC[C@H](N)/C(C)=C/COC(=O)c1ccccc1, predict the reactants needed to synthesize it. The reactants are: C=CC[C@H](NC(=O)OC(C)(C)C)/C(C)=C/COC(=O)c1ccccc1. (6) Given the product CC(C)CCC(C)C=O, predict the reactants needed to synthesize it. The reactants are: CC(C)=CCC(C)C=O. (7) Given the product CN(CCCCCCCCO)C(=O)OC(C)(C)C, predict the reactants needed to synthesize it. The reactants are: CC(C)(C)OC(=O)OC(=O)OC(C)(C)C.CNCCCCCCCCO.